Dataset: Full USPTO retrosynthesis dataset with 1.9M reactions from patents (1976-2016). Task: Predict the reactants needed to synthesize the given product. (1) Given the product [CH2:11]([C@@H:12]1[C@@H:8]([CH:7]=[O:13])[N:9]1[C:35]([O:36][C:37]([CH3:40])([CH3:39])[CH3:38])=[O:41])[CH3:10], predict the reactants needed to synthesize it. The reactants are: C1([C:7](C2C=CC=CC=2)([O:13][Si](C)(C)C)[C@@H:8]2[CH2:12][CH2:11][CH2:10][NH:9]2)C=CC=CC=1.S(N[C:35](=[O:41])[O:36][C:37]([CH3:40])([CH3:39])[CH3:38])(C1C=CC(C)=CC=1)(=O)=O.C([O-])(=O)C.[Na+].C(=O)/C=C/CC. (2) Given the product [CH2:1]([N:3]1[C:7]2[N:8]=[C:9]([C:18]3[CH:23]=[CH:22][C:21]([NH:24][C:35]([NH:34][C:31]4[CH:32]=[CH:33][C:28]([C:27]([O:26][CH3:25])=[O:37])=[CH:29][CH:30]=4)=[O:36])=[CH:20][CH:19]=3)[N:10]=[C:11]([N:12]3[CH2:13][CH2:14][O:15][CH2:16][CH2:17]3)[C:6]=2[N:5]=[N:4]1)[CH3:2], predict the reactants needed to synthesize it. The reactants are: [CH2:1]([N:3]1[C:7]2[N:8]=[C:9]([C:18]3[CH:23]=[CH:22][C:21]([NH2:24])=[CH:20][CH:19]=3)[N:10]=[C:11]([N:12]3[CH2:17][CH2:16][O:15][CH2:14][CH2:13]3)[C:6]=2[N:5]=[N:4]1)[CH3:2].[CH3:25][O:26][C:27](=[O:37])[C:28]1[CH:33]=[CH:32][C:31]([N:34]=[C:35]=[O:36])=[CH:30][CH:29]=1. (3) Given the product [C:2]([O:35][C:26]1[C:25]([Cl:24])=[CH:33][C:32]([Cl:34])=[CH:31][C:27]=1[C:28]([OH:30])=[O:29])(=[O:1])[CH3:3], predict the reactants needed to synthesize it. The reactants are: [OH:1][C:2]1C(Cl)=CC(Cl)=C[C:3]=1C(N[C@H](C(O)=O)CC1C=CC=CC=1)=O.[Cl:24][C:25]1[CH:33]=[C:32]([Cl:34])[CH:31]=[C:27]([C:28]([OH:30])=[O:29])[C:26]=1[OH:35].C(OC(=O)C)(=O)C.